Dataset: Catalyst prediction with 721,799 reactions and 888 catalyst types from USPTO. Task: Predict which catalyst facilitates the given reaction. (1) Reactant: [CH3:1][C:2]1[O:6][N:5]=[C:4]([C:7]([CH:9]2[CH2:15][CH2:14][CH2:13][C:12]3[CH:16]=[C:17]([N:20]4[CH2:24][C@H:23]([CH2:25][NH:26][C:27](=[O:29])[CH3:28])[O:22][C:21]4=[O:30])[CH:18]=[CH:19][C:11]=3[C:10]2=O)=O)[CH:3]=1.O.[NH2:33][NH2:34]. Product: [CH3:1][C:2]1[O:6][N:5]=[C:4]([C:7]2[C:9]3[CH2:15][CH2:14][CH2:13][C:12]4[CH:16]=[C:17]([N:20]5[CH2:24][C@H:23]([CH2:25][NH:26][C:27](=[O:29])[CH3:28])[O:22][C:21]5=[O:30])[CH:18]=[CH:19][C:11]=4[C:10]=3[NH:34][N:33]=2)[CH:3]=1. The catalyst class is: 8. (2) Reactant: [CH:1]1[C:10]2[C:5](=[CH:6][CH:7]=[CH:8][CH:9]=2)[CH:4]=[CH:3][C:2]=1[CH:11]=[CH:12][C:13]([NH:15][C:16]1[CH:26]=[CH:25][C:19]([C:20]([O:22][CH2:23][CH3:24])=[O:21])=[CH:18][CH:17]=1)=[O:14].C1COCC1. Product: [CH:1]1[C:10]2[C:5](=[CH:6][CH:7]=[CH:8][CH:9]=2)[CH:4]=[CH:3][C:2]=1[CH2:11][CH2:12][C:13]([NH:15][C:16]1[CH:17]=[CH:18][C:19]([C:20]([O:22][CH2:23][CH3:24])=[O:21])=[CH:25][CH:26]=1)=[O:14]. The catalyst class is: 5. (3) Reactant: [N:1]1[C:10]2[CH:9]([NH2:11])[CH2:8][CH2:7][CH2:6][C:5]=2[CH:4]=[CH:3][CH:2]=1.[N+:12]([C:15]1[CH:20]=[CH:19][CH:18]=[CH:17][C:16]=1[S:21](Cl)(=[O:23])=[O:22])([O-:14])=[O:13].CCN(CC)CC.N#N. Product: [N+:12]([C:15]1[CH:20]=[CH:19][CH:18]=[CH:17][C:16]=1[S:21]([NH:11][CH:9]1[C:10]2[N:1]=[CH:2][CH:3]=[CH:4][C:5]=2[CH2:6][CH2:7][CH2:8]1)(=[O:23])=[O:22])([O-:14])=[O:13]. The catalyst class is: 1. (4) Reactant: Cl.[Cl:2][CH2:3][C:4]1[CH:5]=[N:6][CH:7]=[CH:8][CH:9]=1.[C:10]1([P:16]([C:23]2[CH:28]=[CH:27][CH:26]=[CH:25][CH:24]=2)[C:17]2[CH:22]=[CH:21][CH:20]=[CH:19][CH:18]=2)[CH:15]=[CH:14][CH:13]=[CH:12][CH:11]=1. Product: [Cl-:2].[C:23]1([P+:16]([C:10]2[CH:11]=[CH:12][CH:13]=[CH:14][CH:15]=2)([C:17]2[CH:22]=[CH:21][CH:20]=[CH:19][CH:18]=2)[CH2:3][C:4]2[CH:5]=[N:6][CH:7]=[CH:8][CH:9]=2)[CH:24]=[CH:25][CH:26]=[CH:27][CH:28]=1. The catalyst class is: 226. (5) Reactant: [CH2:1]([C:3]1[C:7]([O:8][C:9]2[CH:10]=[C:11]([C:17]#[N:18])[CH:12]=[C:13]([CH:16]=2)[C:14]#[N:15])=[C:6]([CH2:19][CH3:20])[N:5]([CH2:21][CH2:22][O:23][CH2:24][O:25][CH2:26][CH2:27][O:28][CH3:29])[N:4]=1)[CH3:2].[OH-:30].[Na+]. Product: [C:14]([C:13]1[CH:12]=[C:11]([CH:10]=[C:9]([O:8][C:7]2[C:3]([CH2:1][CH3:2])=[N:4][N:5]([CH2:21][CH2:22][O:23][CH2:24][O:25][CH2:26][CH2:27][O:28][CH3:29])[C:6]=2[CH2:19][CH3:20])[CH:16]=1)[C:17]([NH2:18])=[O:30])#[N:15]. The catalyst class is: 7. (6) Product: [CH:1]1([NH:4][C:5]([C@H:7]2[CH2:11][CH2:10][CH2:9][N:8]2[C:12]2[CH:13]=[CH:14][C:15]([NH:18][C:19]3[N:21]=[C:26]([C:28]4[N:32]([CH:33]([CH3:35])[CH3:34])[C:31]([CH3:36])=[N:30][CH:29]=4)[CH:25]=[CH:24][N:20]=3)=[CH:16][CH:17]=2)=[O:6])[CH2:3][CH2:2]1. Reactant: [CH:1]1([NH:4][C:5]([C@H:7]2[CH2:11][CH2:10][CH2:9][N:8]2[C:12]2[CH:17]=[CH:16][C:15]([NH:18][C:19]([NH2:21])=[NH:20])=[CH:14][CH:13]=2)=[O:6])[CH2:3][CH2:2]1.CN(C)/[CH:24]=[CH:25]/[C:26]([C:28]1[N:32]([CH:33]([CH3:35])[CH3:34])[C:31]([CH3:36])=[N:30][CH:29]=1)=O. The catalyst class is: 141.